From a dataset of Full USPTO retrosynthesis dataset with 1.9M reactions from patents (1976-2016). Predict the reactants needed to synthesize the given product. (1) Given the product [NH2:19][C@H:20]([C:21]([N:57]1[CH2:7][CH2:2][CH2:3][C@H:4]1[C:8]([OH:10])=[O:9])=[O:38])[CH2:39][C:40]1[CH:41]=[CH:42][CH:43]=[CH:44][CH:45]=1, predict the reactants needed to synthesize it. The reactants are: Cl[C:2]1[CH:7]=CC=[C:4]([C:8]([O:10]O)=[O:9])[CH:3]=1.C(OC([NH:19][C@@H:20]([CH2:39][C:40]1[CH:45]=[CH:44][CH:43]=[CH:42][CH:41]=1)[C@H:21]([OH:38])/C=C/CCCNC(=O)OCC1C=CC=CC=1)=O)(C)(C)C.C([C@H](NC(=O)OC(C)(C)C)[C@H](O)[C@@H](O)[C@@H]1CCC[NH:57]1)C1C=CC=CC=1.C([C@H](NC(=O)OC(C)(C)C)[C@H](O)[C@H](O)[C@H]1CCCN1)C1C=CC=CC=1. (2) Given the product [F:22][C:17]1[CH:18]=[CH:19][CH:20]=[CH:21][C:16]=1[C@@H:11]([NH:10][C:8]([C:6]1[CH:5]=[CH:4][C:3]([O:23][CH3:24])=[C:2]([C:16]2[CH:21]=[CH:20][CH:19]=[CH:18][CH:17]=2)[N:7]=1)=[O:9])[CH2:12][C:13]([OH:15])=[O:14], predict the reactants needed to synthesize it. The reactants are: Br[C:2]1[N:7]=[C:6]([C:8]([NH:10][C@H:11]([C:16]2[CH:21]=[CH:20][CH:19]=[CH:18][C:17]=2[F:22])[CH2:12][C:13]([OH:15])=[O:14])=[O:9])[CH:5]=[CH:4][C:3]=1[O:23][CH3:24].C([O-])([O-])=O.[Na+].[Na+]. (3) Given the product [CH3:1][O:2][C:3](=[O:35])[CH:4]([C:10]1[CH:15]=[CH:14][C:13](/[CH:16]=[CH:17]/[C:18](=[O:34])[NH:19][C:20]2[CH:25]=[CH:24][CH:23]=[CH:22][C:21]=2[NH:26][C:27]([O:29][C:30]([CH3:31])([CH3:33])[CH3:32])=[O:28])=[CH:12][CH:11]=1)[N:46]1[CH2:47][CH2:48][C@H:44]([OH:43])[CH2:45]1, predict the reactants needed to synthesize it. The reactants are: [CH3:1][O:2][C:3](=[O:35])[CH:4]([C:10]1[CH:15]=[CH:14][C:13]([CH:16]=[CH:17][C:18](=[O:34])[NH:19][C:20]2[CH:25]=[CH:24][CH:23]=[CH:22][C:21]=2[NH:26][C:27]([O:29][C:30]([CH3:33])([CH3:32])[CH3:31])=[O:28])=[CH:12][CH:11]=1)OS(C)(=O)=O.CCN(CC)CC.[OH:43][C@H:44]1[CH2:48][CH2:47][NH:46][CH2:45]1. (4) Given the product [NH2:47][C:43]1[N:44]([CH3:46])[CH:45]=[C:41]([C:39](=[O:40])[C:38]([N:35]2[CH2:36][CH2:37][N:32]([C:10]3[N:11]=[C:12]4[CH:19]=[C:18]([C:20]([NH:22][C:23]5[S:24][CH:25]=[C:26]([C:28]([CH3:29])([CH3:30])[CH3:31])[N:27]=5)=[O:21])[CH:17]=[CH:16][N:13]4[C:14](=[O:15])[C:9]=3/[CH:8]=[CH:7]/[C:6]([OH:68])=[O:5])[CH2:33][CH2:34]2)=[O:67])[N:42]=1, predict the reactants needed to synthesize it. The reactants are: C([O:5][C:6](=[O:68])/[CH:7]=[CH:8]/[C:9]1[C:14](=[O:15])[N:13]2[CH:16]=[CH:17][C:18]([C:20]([NH:22][C:23]3[S:24][CH:25]=[C:26]([C:28]([CH3:31])([CH3:30])[CH3:29])[N:27]=3)=[O:21])=[CH:19][C:12]2=[N:11][C:10]=1[N:32]1[CH2:37][CH2:36][N:35]([C:38](=[O:67])[C:39]([C:41]2[N:42]=[C:43]([NH:47]C(C3C=CC=CC=3)(C3C=CC=CC=3)C3C=CC=CC=3)[N:44]([CH3:46])[CH:45]=2)=[O:40])[CH2:34][CH2:33]1)(C)(C)C.FC(F)(F)C(O)=O. (5) Given the product [Cl:12][C:9]1[CH:10]=[CH:11][C:6]([C:4]([NH:15][CH2:16][C:17]([CH3:21])([CH3:20])[CH2:18][OH:19])([CH3:5])[C:3]([O:2][CH3:1])=[O:14])=[CH:7][CH:8]=1, predict the reactants needed to synthesize it. The reactants are: [CH3:1][O:2][C:3](=[O:14])[C:4](Br)([C:6]1[CH:11]=[CH:10][C:9]([Cl:12])=[CH:8][CH:7]=1)[CH3:5].[NH2:15][CH2:16][C:17]([CH3:21])([CH3:20])[CH2:18][OH:19]. (6) Given the product [CH2:14]([N:11]1[CH2:12][CH2:13][NH:8][CH:9]([CH2:21][C:22]2[CH:31]=[CH:30][C:29]3[C:24](=[CH:25][CH:26]=[CH:27][CH:28]=3)[CH:23]=2)[CH2:10]1)[C:15]1[CH:16]=[CH:17][CH:18]=[CH:19][CH:20]=1, predict the reactants needed to synthesize it. The reactants are: C(OC([N:8]1[CH2:13][CH2:12][N:11]([CH2:14][C:15]2[CH:20]=[CH:19][CH:18]=[CH:17][CH:16]=2)[CH2:10][CH:9]1[CH2:21][C:22]1[CH:31]=[CH:30][C:29]2[C:24](=[CH:25][CH:26]=[CH:27][CH:28]=2)[CH:23]=1)=O)(C)(C)C.FC(F)(F)C(O)=O.[OH-].[NH4+]. (7) Given the product [CH2:7]([NH:14][CH2:29][CH2:28][CH2:27][CH2:26][O:25][C:16]1[CH:17]=[CH:18][C:19]2[C:24](=[CH:23][CH:22]=[CH:21][CH:20]=2)[CH:15]=1)[C:8]1[CH:13]=[CH:12][CH:11]=[CH:10][CH:9]=1, predict the reactants needed to synthesize it. The reactants are: C(=O)([O-])[O-].[K+].[K+].[CH2:7]([NH2:14])[C:8]1[CH:13]=[CH:12][CH:11]=[CH:10][CH:9]=1.[CH:15]1[C:24]2[C:19](=[CH:20][CH:21]=[CH:22][CH:23]=2)[CH:18]=[CH:17][C:16]=1[O:25][CH2:26][CH2:27][CH2:28][CH2:29]Cl. (8) Given the product [C:1]([O:4][C@H:5]1[C@H:11]([O:12][C:13](=[O:15])[CH3:14])[C@@H:10]([O:16][C:17](=[O:19])[CH3:18])[C@:9]2([C:21]3[CH:26]=[CH:25][C:24]([Cl:27])=[C:23]([CH2:28][C:29]4[CH:30]=[CH:31][C:32]([C:35](=[N:53][O:52][CH2:50][CH3:51])[CH3:36])=[CH:33][CH:34]=4)[CH:22]=3)[O:20][C@@:6]1([CH2:38][O:39][C:40](=[O:42])[CH3:41])[CH2:7][O:8]2)(=[O:3])[CH3:2], predict the reactants needed to synthesize it. The reactants are: [C:1]([O:4][C@H:5]1[C@H:11]([O:12][C:13](=[O:15])[CH3:14])[C@@H:10]([O:16][C:17](=[O:19])[CH3:18])[C@:9]2([C:21]3[CH:26]=[CH:25][C:24]([Cl:27])=[C:23]([CH2:28][C:29]4[CH:34]=[CH:33][C:32]([C:35](=O)[CH3:36])=[CH:31][CH:30]=4)[CH:22]=3)[O:20][C@@:6]1([CH2:38][O:39][C:40](=[O:42])[CH3:41])[CH2:7][O:8]2)(=[O:3])[CH3:2].N1C=CC=CC=1.Cl.[CH2:50]([O:52][NH2:53])[CH3:51].